This data is from Catalyst prediction with 721,799 reactions and 888 catalyst types from USPTO. The task is: Predict which catalyst facilitates the given reaction. (1) Reactant: C([O:3][C:4]([C:6]1[NH:7][C:8]([C:12]2[C:21]3[C:16](=[CH:17][CH:18]=[CH:19][CH:20]=3)[CH:15]=[CH:14][CH:13]=2)=[N:9][C:10]=1[CH3:11])=O)C.CC(C[AlH]CC(C)C)C. Product: [CH3:11][C:10]1[N:9]=[C:8]([C:12]2[C:21]3[C:16](=[CH:17][CH:18]=[CH:19][CH:20]=3)[CH:15]=[CH:14][CH:13]=2)[NH:7][C:6]=1[CH2:4][OH:3]. The catalyst class is: 1. (2) Product: [C:9]([O:13][C:14]([N:16]1[CH2:21][CH:20]=[C:19]([S:30]([C:33]([F:36])([F:35])[F:34])(=[O:32])=[O:31])[CH2:18][CH2:17]1)=[O:15])([CH3:12])([CH3:11])[CH3:10]. Reactant: [Li+].CC([N-]C(C)C)C.[C:9]([O:13][C:14]([N:16]1[CH2:21][CH2:20][C:19](=O)[CH2:18][CH2:17]1)=[O:15])([CH3:12])([CH3:11])[CH3:10].C1C=CC(N([S:30]([C:33]([F:36])([F:35])[F:34])(=[O:32])=[O:31])[S:30]([C:33]([F:36])([F:35])[F:34])(=[O:32])=[O:31])=CC=1. The catalyst class is: 1. (3) Reactant: C(N(C(C)C)CC)(C)C.CCCP1(OP(CCC)(=O)OP(CCC)(=O)O1)=O.[Cl:28][C:29]1[CH:34]=[CH:33][C:32]([C:35]2[N:36]=[C:37]3[CH:42]=[CH:41][C:40]([C:43]([O-:45])=O)=[CH:39][N:38]3[C:46]=2[CH2:47][OH:48])=[CH:31][CH:30]=1.[Na+].[CH3:50][O:51][CH2:52][CH2:53][CH2:54][NH2:55]. Product: [Cl:28][C:29]1[CH:30]=[CH:31][C:32]([C:35]2[N:36]=[C:37]3[CH:42]=[CH:41][C:40]([C:43]([NH:55][CH2:54][CH2:53][CH2:52][O:51][CH3:50])=[O:45])=[CH:39][N:38]3[C:46]=2[CH2:47][OH:48])=[CH:33][CH:34]=1. The catalyst class is: 656. (4) Reactant: [Br:1][C:2]1[CH:3]=[C:4]([NH:10][C:11]2[CH:16]=[CH:15][C:14]([C:17](O)([CH3:19])[CH3:18])=[CH:13][N:12]=2)[C:5](=[O:9])[N:6]([CH3:8])[CH:7]=1.C(O)(=[O:23])C.S(=O)(=O)(O)O.C(=O)(O)[O-].[Na+].[Cl:35][CH2:36][C:37]#[N:38]. Product: [Br:1][C:2]1[CH:3]=[C:4]([NH:10][C:11]2[N:12]=[CH:13][C:14]([C:17]([NH:38][C:37](=[O:23])[CH2:36][Cl:35])([CH3:19])[CH3:18])=[CH:15][CH:16]=2)[C:5](=[O:9])[N:6]([CH3:8])[CH:7]=1. The catalyst class is: 13. (5) Reactant: [Br:1][C:2]1[CH:3]=[C:4]([C:17]([O:19][CH3:20])=[O:18])[C:5]2[C:6]([CH:15]=O)=[CH:7][N:8]([CH:11]([CH2:13][CH3:14])[CH3:12])[C:9]=2[CH:10]=1.CC1C=CC(S(O)(=O)=O)=CC=1.S1(CCCC1)(=O)=O.C([BH3-])#N.[Na+]. Product: [Br:1][C:2]1[CH:3]=[C:4]([C:17]([O:19][CH3:20])=[O:18])[C:5]2[C:6]([CH3:15])=[CH:7][N:8]([CH:11]([CH2:13][CH3:14])[CH3:12])[C:9]=2[CH:10]=1. The catalyst class is: 18. (6) Reactant: [CH3:1][C:2]1[CH:3]=[CH:4][C:5]([NH:21][C:22]([C:24]2[CH:25]=[CH:26][C:27]([CH2:30][N:31]3[CH2:36][CH2:35][N:34]([CH3:37])[CH2:33][CH2:32]3)=[CH:28][CH:29]=2)=[O:23])=[CH:6][C:7]=1[NH:8][C:9]1[N:10]=[CH:11][CH:12]=[C:13]([C:15]2[CH:16]=[CH:17][CH:18]=[N:19][CH:20]=2)[N:14]=1.O.[CH3:39][S:40]([OH:43])(=[O:42])=[O:41].CC(OC)(C)C. Product: [CH3:1][C:2]1[CH:3]=[CH:4][C:5]([NH:21][C:22]([C:24]2[CH:29]=[CH:28][C:27]([CH2:30][N:31]3[CH2:32][CH2:33][N:34]([CH3:37])[CH2:35][CH2:36]3)=[CH:26][CH:25]=2)=[O:23])=[CH:6][C:7]=1[NH:8][C:9]1[N:10]=[CH:11][CH:12]=[C:13]([C:15]2[CH:16]=[CH:17][CH:18]=[N:19][CH:20]=2)[N:14]=1.[CH3:39][S:40]([OH:43])(=[O:42])=[O:41]. The catalyst class is: 8. (7) Reactant: [NH2:1][NH:2][C:3]([C:5]1[CH:10]=[CH:9][C:8]([F:11])=[C:7]([F:12])[C:6]=1[NH:13][C:14]1[CH:19]=[CH:18][C:17]([I:20])=[CH:16][C:15]=1[F:21])=[O:4].[C:22](N1C=CN=C1)(N1C=CN=C1)=[O:23].C(OCC)(=O)C. Product: [F:12][C:7]1[C:6]([NH:13][C:14]2[CH:19]=[CH:18][C:17]([I:20])=[CH:16][C:15]=2[F:21])=[C:5]([C:3]2[O:4][C:22](=[O:23])[NH:1][N:2]=2)[CH:10]=[CH:9][C:8]=1[F:11]. The catalyst class is: 3. (8) Reactant: [F:1][C:2]1[CH:11]=[C:10]2[C:5]([CH:6]=[C:7]([CH3:13])[NH:8][C:9]2=[O:12])=[CH:4][C:3]=1[O:14]C.B(Br)(Br)Br.O. Product: [F:1][C:2]1[CH:11]=[C:10]2[C:5]([CH:6]=[C:7]([CH3:13])[NH:8][C:9]2=[O:12])=[CH:4][C:3]=1[OH:14]. The catalyst class is: 2. (9) Reactant: [CH3:1][CH:2]1[CH2:7][CH2:6][CH:5]([NH2:8])[CH2:4][CH2:3]1.Cl[C:10](OC1C=CC([N+]([O-])=O)=CC=1)=[O:11].C(N(C(C)C)CC)(C)C.[Cl:31][C:32]1[CH:41]=[C:40]2[C:35]([C:36]([N:42]3[CH2:47][CH2:46][NH:45][CH2:44][CH2:43]3)=[CH:37][CH:38]=[N:39]2)=[CH:34][CH:33]=1. Product: [Cl:31][C:32]1[CH:41]=[C:40]2[C:35]([C:36]([N:42]3[CH2:47][CH2:46][N:45]([C:10]([NH:8][CH:5]4[CH2:6][CH2:7][CH:2]([CH3:1])[CH2:3][CH2:4]4)=[O:11])[CH2:44][CH2:43]3)=[CH:37][CH:38]=[N:39]2)=[CH:34][CH:33]=1. The catalyst class is: 61.